From a dataset of Full USPTO retrosynthesis dataset with 1.9M reactions from patents (1976-2016). Predict the reactants needed to synthesize the given product. (1) The reactants are: [CH3:1][C@@H:2]1[CH2:7][O:6][CH2:5][CH2:4][NH:3]1.Br[C:9]1[CH:10]=[C:11]2[C:16](=[CH:17][CH:18]=1)[C:15](Cl)=[N:14][N:13]=[CH:12]2.[CH:20]1([NH:23][C:24](=[O:41])[C:25]2[CH:30]=[CH:29][C:28]([CH3:31])=[C:27](B3OC(C)(C)C(C)(C)O3)[CH:26]=2)[CH2:22][CH2:21]1.C(=O)([O-])[O-].[K+].[K+].O. Given the product [CH:20]1([NH:23][C:24](=[O:41])[C:25]2[CH:30]=[CH:29][C:28]([CH3:31])=[C:27]([C:9]3[CH:10]=[C:11]4[C:16](=[CH:17][CH:18]=3)[C:15]([N:3]3[CH2:4][CH2:5][O:6][CH2:7][C@H:2]3[CH3:1])=[N:14][N:13]=[CH:12]4)[CH:26]=2)[CH2:21][CH2:22]1, predict the reactants needed to synthesize it. (2) Given the product [F:1][C:2]1[CH:24]=[CH:23][C:5]([CH2:6][CH2:7][C:8]2[S:9][C:10]3[N:11]=[CH:12][N:13]=[C:14]([N:17]4[CH2:22][CH2:21][N:20]([C:32](=[O:33])[CH2:31][O:30][C:29]5[CH:35]=[CH:36][C:26]([Cl:25])=[CH:27][CH:28]=5)[CH2:19][CH2:18]4)[C:15]=3[N:16]=2)=[CH:4][CH:3]=1, predict the reactants needed to synthesize it. The reactants are: [F:1][C:2]1[CH:24]=[CH:23][C:5]([CH2:6][CH2:7][C:8]2[S:9][C:10]3[N:11]=[CH:12][N:13]=[C:14]([N:17]4[CH2:22][CH2:21][NH:20][CH2:19][CH2:18]4)[C:15]=3[N:16]=2)=[CH:4][CH:3]=1.[Cl:25][C:26]1[CH:36]=[CH:35][C:29]([O:30][CH2:31][C:32](O)=[O:33])=[CH:28][CH:27]=1.